Dataset: Full USPTO retrosynthesis dataset with 1.9M reactions from patents (1976-2016). Task: Predict the reactants needed to synthesize the given product. (1) Given the product [F:18][C:19]([F:30])([F:29])[C:20]1[CH:25]=[C:24]([CH:23]=[CH:22][CH:21]=1)[CH:2]=[C:3]1[C:9]2[CH:10]=[CH:11][CH:12]=[CH:13][C:8]=2[CH2:7][CH2:6][C:5]2[CH:14]=[CH:15][CH:16]=[CH:17][C:4]1=2, predict the reactants needed to synthesize it. The reactants are: Br[CH:2]=[C:3]1[C:9]2=[CH:10][CH:11]=[CH:12][CH2:13][C:8]2=[CH:7][CH2:6][C:5]2[CH:14]=[CH:15][CH:16]=[CH:17][C:4]1=2.[F:18][C:19]([F:30])([F:29])[C:20]1[CH:21]=[C:22](B(O)O)[CH:23]=[CH:24][CH:25]=1. (2) The reactants are: [Cl:1][C:2]1[CH:9]=[CH:8][C:5]([C:6]#[N:7])=[C:4](F)[CH:3]=1.[OH:11][C:12]1[CH:13]=[CH:14][C:15]([O:20][CH3:21])=[C:16]([CH:19]=1)[CH:17]=[O:18].C(=O)([O-])[O-].[Cs+].[Cs+].O. Given the product [Cl:1][C:2]1[CH:9]=[CH:8][C:5]([C:6]#[N:7])=[C:4]([O:11][C:12]2[CH:13]=[CH:14][C:15]([O:20][CH3:21])=[C:16]([CH:17]=[O:18])[CH:19]=2)[CH:3]=1, predict the reactants needed to synthesize it. (3) Given the product [N+:1]([C:4]1[C:5]([N:10]2[CH2:15][CH2:14][C:13](=[CH:16][C:17]3[O:22][C:23]4[CH:28]=[CH:27][C:26]([F:29])=[CH:25][C:24]=4[CH:18]=3)[CH2:12][CH2:11]2)=[N:6][CH:7]=[CH:8][CH:9]=1)([O-:3])=[O:2], predict the reactants needed to synthesize it. The reactants are: [N+:1]([C:4]1[C:5]([N:10]2[CH2:15][CH2:14][C:13](=[CH:16][C:17]#[CH:18])[CH2:12][CH2:11]2)=[N:6][CH:7]=[CH:8][CH:9]=1)([O-:3])=[O:2].C([O:22][C:23]1[CH:28]=[CH:27][C:26]([F:29])=[CH:25][C:24]=1Br)(=O)C.[F-].C([N+](CCCC)(CCCC)CCCC)CCC. (4) Given the product [F:35][C:29]1[CH:30]=[C:31]([F:34])[CH:32]=[CH:33][C:28]=1[O:27][C:18]1[CH:19]=[CH:20][C:21]([S:23]([CH3:26])(=[O:24])=[O:25])=[CH:22][C:17]=1[C:16]1[C:11]2[CH:10]=[C:9]([C:38]([O:40][CH2:41][CH3:42])=[O:39])[NH:8][C:12]=2[C:13](=[O:37])[N:14]([CH3:36])[CH:15]=1, predict the reactants needed to synthesize it. The reactants are: C([N:8]1[C:12]2[C:13](=[O:37])[N:14]([CH3:36])[CH:15]=[C:16]([C:17]3[CH:22]=[C:21]([S:23]([CH3:26])(=[O:25])=[O:24])[CH:20]=[CH:19][C:18]=3[O:27][C:28]3[CH:33]=[CH:32][C:31]([F:34])=[CH:30][C:29]=3[F:35])[C:11]=2[CH:10]=[C:9]1[C:38]([O:40][CH2:41][CH3:42])=[O:39])C1C=CC=CC=1.C1(OC)C=CC=CC=1.S(=O)(=O)(O)O.FC(F)(F)C(O)=O. (5) The reactants are: [OH-].[Na+].[CH3:3][C:4]1[CH:9]=[CH:8][C:7](/[CH:10]=[CH:11]/[C:12]([O:14]CC)=[O:13])=[C:6]([CH2:17][N:18]2[N:22]=[N:21][C:20]([CH3:23])=[N:19]2)[CH:5]=1. Given the product [CH3:3][C:4]1[CH:9]=[CH:8][C:7](/[CH:10]=[CH:11]/[C:12]([OH:14])=[O:13])=[C:6]([CH2:17][N:18]2[N:22]=[N:21][C:20]([CH3:23])=[N:19]2)[CH:5]=1, predict the reactants needed to synthesize it. (6) Given the product [C:16]1([CH3:33])[CH:17]=[C:18]([CH3:28])[CH:19]=[C:20]([CH3:24])[CH:21]=1, predict the reactants needed to synthesize it. The reactants are: BrC1C=C(C2C=CC=C(C3C=N[C:21]4[C:16](=[C:17]5C=CC=[CH:28][C:18]5=[C:19]5C=CC=[CH:24][C:20]5=4)N=3)C=2)C=CC=1.N1C2C(=C3C=CC=CC3=C3C=CC=CC3=2)N=C[C:33]=1C1C=C(B2OC(C)(C)C(C)(C)O2)C=CC=1.CC1C=CC=CC=1P(C1C=CC=CC=1C)C1C=CC=CC=1C.C(=O)([O-])[O-].[K+].[K+]. (7) Given the product [Br:1][C:2]1[CH:3]=[C:4]([NH2:16])[C:5]([NH:12][CH2:13][CH3:14])=[CH:6][C:7]=1[C:8]([F:11])([F:10])[F:9], predict the reactants needed to synthesize it. The reactants are: [Br:1][C:2]1[C:7]([C:8]([F:11])([F:10])[F:9])=[CH:6][C:5]([NH:12][C:13](=O)[CH3:14])=[C:4]([N+:16]([O-])=O)[CH:3]=1. (8) Given the product [CH2:1]([NH:8][C:9]([N:23]1[CH2:24][CH2:25][C:20]2[C:19](=[O:26])[O:18][C:17]([CH2:27][C:28]3[CH:33]=[CH:32][CH:31]=[CH:30][CH:29]=3)([C:11]3[CH:16]=[CH:15][CH:14]=[CH:13][CH:12]=3)[C:21]=2[CH2:22]1)=[O:10])[C:2]1[CH:7]=[CH:6][CH:5]=[CH:4][CH:3]=1, predict the reactants needed to synthesize it. The reactants are: [CH2:1]([N:8]=[C:9]=[O:10])[C:2]1[CH:7]=[CH:6][CH:5]=[CH:4][CH:3]=1.[C:11]1([C:17]2([CH2:27][C:28]3[CH:33]=[CH:32][CH:31]=[CH:30][CH:29]=3)[C:21]3[CH2:22][NH:23][CH2:24][CH2:25][C:20]=3[C:19](=[O:26])[O:18]2)[CH:16]=[CH:15][CH:14]=[CH:13][CH:12]=1. (9) Given the product [CH3:26][O:27][CH2:28][CH2:29][O:30][C:19]1[CH:20]=[CH:21][C:16]([NH:15][C:11]2[N:10]=[C:9]([C:5]3[S:4][C:3]([NH:33][CH3:32])=[N:7][C:6]=3[CH3:8])[CH:14]=[CH:13][N:12]=2)=[CH:17][C:18]=1[N+:23]([O-:25])=[O:24], predict the reactants needed to synthesize it. The reactants are: NC[C:3]1[S:4][C:5]([C:9]2[CH:14]=[CH:13][N:12]=[C:11]([NH:15][C:16]3[CH:21]=[CH:20][C:19](F)=[C:18]([N+:23]([O-:25])=[O:24])[CH:17]=3)[N:10]=2)=[C:6]([CH3:8])[N:7]=1.[CH3:26][O:27][CH2:28][CH2:29][OH:30].C[C:32]#[N:33]. (10) Given the product [CH3:21][C:18]1[CH:19]=[CH:20][C:15]([N:14]2[CH2:6][CH2:5][CH2:4][CH2:3][CH2:2]2)=[CH:16][CH:17]=1, predict the reactants needed to synthesize it. The reactants are: Br[CH2:2][CH2:3][CH2:4][CH2:5][CH2:6]Br.C(=O)([O-])[O-].[Na+].[Na+].[NH2:14][C:15]1[CH:20]=[CH:19][C:18]([CH3:21])=[CH:17][CH:16]=1.